This data is from Full USPTO retrosynthesis dataset with 1.9M reactions from patents (1976-2016). The task is: Predict the reactants needed to synthesize the given product. (1) Given the product [N:32]([C:29]1[CH:30]=[CH:31][C:26]([CH2:25][CH:24]([NH:35][C:52](=[O:66])[CH2:53][CH2:54][CH2:55][CH2:56][CH:57]2[CH:65]3[NH:64][C:62](=[O:63])[NH:61][CH:60]3[CH2:59][S:58]2)[C:23](=[O:36])[NH:22][CH2:21][CH2:20][CH2:19][CH2:18][C:17](=[O:37])[NH:16][C:13]2[CH:12]=[CH:11][C:10]([N:7]3[C:8](=[O:9])[CH:5]([CH2:4][CH2:3][CH:2]([OH:1])[C:46]4[CH:47]=[CH:48][CH:49]=[CH:50][CH:51]=4)[CH:6]3[C:38]3[CH:39]=[CH:40][C:41]([O:44][CH3:45])=[CH:42][CH:43]=3)=[CH:15][CH:14]=2)=[CH:27][CH:28]=1)=[N+:33]=[N-:34], predict the reactants needed to synthesize it. The reactants are: [OH:1][CH:2]([C:46]1[CH:51]=[CH:50][CH:49]=[CH:48][CH:47]=1)[CH2:3][CH2:4][CH:5]1[C:8](=[O:9])[N:7]([C:10]2[CH:15]=[CH:14][C:13]([NH:16][C:17](=[O:37])[CH2:18][CH2:19][CH2:20][CH2:21][NH:22][C:23](=[O:36])[CH:24]([NH2:35])[CH2:25][C:26]3[CH:31]=[CH:30][C:29]([N:32]=[N+:33]=[N-:34])=[CH:28][CH:27]=3)=[CH:12][CH:11]=2)[CH:6]1[C:38]1[CH:43]=[CH:42][C:41]([O:44][CH3:45])=[CH:40][CH:39]=1.[C:52](C1CC(=O)N(O)C1=O)(=[O:66])[CH2:53][CH2:54][CH2:55][CH2:56][C@H:57]1[C@@H:65]2[C@@H:60]([NH:61][C:62]([NH:64]2)=[O:63])[CH2:59][S:58]1. (2) Given the product [N:16]1([CH2:2][CH2:3][CH2:4][N:5]2[C:9]3=[N:10][CH:11]=[N:12][C:13]([NH2:14])=[C:8]3[C:7]([I:15])=[N:6]2)[CH:20]=[CH:19][N:18]=[CH:17]1, predict the reactants needed to synthesize it. The reactants are: Br[CH2:2][CH2:3][CH2:4][N:5]1[C:9]2=[N:10][CH:11]=[N:12][C:13]([NH2:14])=[C:8]2[C:7]([I:15])=[N:6]1.[NH:16]1[CH:20]=[CH:19][N:18]=[CH:17]1.C(N(CC)CC)C. (3) Given the product [NH:22]1[C:26]2[CH:27]=[CH:28][CH:29]=[CH:30][C:25]=2[N:24]=[C:23]1[C:31]([N:1]1[CH2:2][CH2:3][C:4]2([O:11][C:10]3[C:12]4[C:17]([C:18](=[O:21])[C:19](=[O:20])[C:9]=3[S:8][CH2:7]2)=[CH:16][CH:15]=[CH:14][CH:13]=4)[CH2:5][CH2:6]1)=[O:32], predict the reactants needed to synthesize it. The reactants are: [NH:1]1[CH2:6][CH2:5][C:4]2([O:11][C:10]3[C:12]4[C:17]([C:18](=[O:21])[C:19](=[O:20])[C:9]=3[S:8][CH2:7]2)=[CH:16][CH:15]=[CH:14][CH:13]=4)[CH2:3][CH2:2]1.[NH:22]1[C:26]2[CH:27]=[CH:28][CH:29]=[CH:30][C:25]=2[N:24]=[C:23]1[C:31](O)=[O:32]. (4) The reactants are: [OH-].[Na+].[Na+].[Cl-].[NH2:5][C:6]1[C:11](Cl)=[C:10]([Cl:13])[N:9]=[C:8]([C:14]([OH:16])=[O:15])[C:7]=1[Cl:17]. Given the product [NH2:5][C:6]1[CH:11]=[C:10]([Cl:13])[N:9]=[C:8]([C:14]([OH:16])=[O:15])[C:7]=1[Cl:17], predict the reactants needed to synthesize it. (5) The reactants are: [CH3:1][O:2][CH2:3][CH2:4][CH2:5][OH:6].[H-].[Na+].[Cl:9][C:10]1[C:15]([C:16]2[C:21]([F:22])=[CH:20][C:19](F)=[CH:18][C:17]=2[F:24])=[C:14]([NH:25][C@H:26]([CH3:30])[CH:27]([CH3:29])[CH3:28])[N:13]2[N:31]=[CH:32][N:33]=[C:12]2[N:11]=1.C(#N)C.O. Given the product [Cl:9][C:10]1[C:15]([C:16]2[C:17]([F:24])=[CH:18][C:19]([O:6][CH2:5][CH2:4][CH2:3][O:2][CH3:1])=[CH:20][C:21]=2[F:22])=[C:14]([NH:25][C@H:26]([CH3:30])[CH:27]([CH3:28])[CH3:29])[N:13]2[N:31]=[CH:32][N:33]=[C:12]2[N:11]=1, predict the reactants needed to synthesize it. (6) Given the product [CH:12]12[NH:17][CH:15]([CH2:14][CH2:13]1)[CH2:16][C:10](=[C:9]([C:23]1[CH:27]=[CH:26][S:25][CH:24]=1)[C:5]1[CH:4]=[C:3]([OH:2])[CH:8]=[CH:7][CH:6]=1)[CH2:11]2, predict the reactants needed to synthesize it. The reactants are: C[O:2][C:3]1[CH:4]=[C:5]([C:9]([C:23]2[CH:27]=[CH:26][S:25][CH:24]=2)=[C:10]2[CH2:16][CH:15]3[N:17](CC=C(C)C)[CH:12]([CH2:13][CH2:14]3)[CH2:11]2)[CH:6]=[CH:7][CH:8]=1.B(Br)(Br)Br.C([O-])(O)=O.[Na+].C(O)C. (7) Given the product [NH2:20][CH2:19][CH:18]([CH2:28][C:29]1[CH:34]=[CH:33][C:32]([O:35][CH2:36][CH2:37][O:38][C:39]2[C:40]([Cl:47])=[CH:41][C:42]([CH3:46])=[CH:43][C:44]=2[Cl:45])=[CH:31][CH:30]=1)[C:17]([N:16]([CH:49]1[CH2:50][CH2:51]1)[CH2:15][C:13]1[CH:12]=[C:11]([CH2:52][CH2:53][CH2:54][O:55][CH3:56])[N:10]=[C:9]([OH:8])[CH:14]=1)=[O:48], predict the reactants needed to synthesize it. The reactants are: [Si]([O:8][C:9]1[CH:14]=[C:13]([CH2:15][N:16]([CH:49]2[CH2:51][CH2:50]2)[C:17](=[O:48])[CH:18]([CH2:28][C:29]2[CH:34]=[CH:33][C:32]([O:35][CH2:36][CH2:37][O:38][C:39]3[C:44]([Cl:45])=[CH:43][C:42]([CH3:46])=[CH:41][C:40]=3[Cl:47])=[CH:31][CH:30]=2)[CH2:19][NH:20]C(=O)OC(C)(C)C)[CH:12]=[C:11]([CH2:52][CH2:53][CH2:54][O:55][CH3:56])[N:10]=1)(C(C)(C)C)(C)C.Cl. (8) Given the product [CH2:16]([O:18][C:19](=[O:31])[CH:20]([C:21]1[CH:26]=[CH:25][C:24]([O:27][CH3:28])=[C:23]([O:29][CH3:30])[CH:22]=1)[CH2:40][C:36]1[C:37]([Cl:39])=[N:38][C:33]([Cl:32])=[N:34][CH:35]=1)[CH3:17], predict the reactants needed to synthesize it. The reactants are: C(NC1CCCCC1)(C)C.C([Li])CCC.[CH2:16]([O:18][C:19](=[O:31])[CH2:20][C:21]1[CH:26]=[CH:25][C:24]([O:27][CH3:28])=[C:23]([O:29][CH3:30])[CH:22]=1)[CH3:17].[Cl:32][C:33]1[N:38]=[C:37]([Cl:39])[C:36]([CH2:40]I)=[CH:35][N:34]=1.